From a dataset of Catalyst prediction with 721,799 reactions and 888 catalyst types from USPTO. Predict which catalyst facilitates the given reaction. (1) Reactant: [CH2:1]([O:3][C:4](=[O:30])[CH2:5][N:6]1[CH2:11][CH2:10][CH:9]([C:12]2[N:20]=[C:19]3[N:14]([C:15](Cl)=[N:16][C:17]([C:21]4[CH:26]=[CH:25][C:24]([Cl:27])=[CH:23][C:22]=4[Cl:28])=[CH:18]3)[N:13]=2)[CH2:8][CH2:7]1)[CH3:2].Cl.Cl.[NH2:33][CH2:34][CH2:35][NH:36][C:37]1[CH:44]=[CH:43][C:40]([C:41]#[N:42])=[CH:39][N:38]=1.C(N(CC)C(C)C)(C)C. Product: [CH2:1]([O:3][C:4](=[O:30])[CH2:5][N:6]1[CH2:7][CH2:8][CH:9]([C:12]2[N:20]=[C:19]3[N:14]([C:15]([NH:33][CH2:34][CH2:35][NH:36][C:37]4[CH:44]=[CH:43][C:40]([C:41]#[N:42])=[CH:39][N:38]=4)=[N:16][C:17]([C:21]4[CH:26]=[CH:25][C:24]([Cl:27])=[CH:23][C:22]=4[Cl:28])=[CH:18]3)[N:13]=2)[CH2:10][CH2:11]1)[CH3:2]. The catalyst class is: 16. (2) Reactant: N([O-])=O.[Na+].[F:5][C:6]1[C:7]([O:13][CH3:14])=[C:8]([CH:10]=[CH:11][CH:12]=1)N.[BrH:15]. Product: [Br:15][C:8]1[CH:10]=[CH:11][CH:12]=[C:6]([F:5])[C:7]=1[O:13][CH3:14]. The catalyst class is: 6. (3) Product: [CH2:20]([NH:22][C:2]1[CH:7]=[C:6]([O:8][CH2:9][CH2:10][CH2:11][N:12]([CH2:15][CH3:16])[CH2:13][CH3:14])[CH:5]=[CH:4][C:3]=1[N+:17]([O-:19])=[O:18])[CH3:21]. Reactant: F[C:2]1[CH:7]=[C:6]([O:8][CH2:9][CH2:10][CH2:11][N:12]([CH2:15][CH3:16])[CH2:13][CH3:14])[CH:5]=[CH:4][C:3]=1[N+:17]([O-:19])=[O:18].[CH2:20]([NH2:22])[CH3:21]. The catalyst class is: 1. (4) Reactant: [CH2:1]([O:8][C:9]1[C:10]([C:37]([O:39]C)=[O:38])=[N:11][C:12]([N:19]2[CH2:24][CH2:23][N:22]([CH2:25][CH2:26][CH2:27][CH2:28][NH:29][C:30]([O:32][C:33]([CH3:36])([CH3:35])[CH3:34])=[O:31])[CH2:21][CH2:20]2)=[C:13]2[C:18]=1[N:17]=[CH:16][CH:15]=[CH:14]2)[C:2]1[CH:7]=[CH:6][CH:5]=[CH:4][CH:3]=1.[OH-].[Na+]. Product: [CH2:1]([O:8][C:9]1[C:10]([C:37]([OH:39])=[O:38])=[N:11][C:12]([N:19]2[CH2:20][CH2:21][N:22]([CH2:25][CH2:26][CH2:27][CH2:28][NH:29][C:30]([O:32][C:33]([CH3:34])([CH3:35])[CH3:36])=[O:31])[CH2:23][CH2:24]2)=[C:13]2[C:18]=1[N:17]=[CH:16][CH:15]=[CH:14]2)[C:2]1[CH:7]=[CH:6][CH:5]=[CH:4][CH:3]=1. The catalyst class is: 24. (5) Reactant: [Cl:1][C:2]1[CH:3]=[C:4]([C:9]2[NH:10][CH:11]=[C:12]([C:20]3[CH2:21][CH2:22][N:23]([CH2:26][CH2:27][C:28]4[CH:33]=[CH:32][C:31]([S:34]([CH2:37][CH2:38][O:39]C5CCCCO5)(=[O:36])=[O:35])=[CH:30][CH:29]=4)[CH2:24][CH:25]=3)[C:13]=2[C:14]2[CH:19]=[CH:18][N:17]=[CH:16][CH:15]=2)[CH:5]=[CH:6][C:7]=1[F:8].Cl.C(=O)([O-])O.[Na+]. Product: [ClH:1].[Cl:1][C:2]1[CH:3]=[C:4]([C:9]2[NH:10][CH:11]=[C:12]([C:20]3[CH2:21][CH2:22][N:23]([CH2:26][CH2:27][C:28]4[CH:33]=[CH:32][C:31]([S:34]([CH2:37][CH2:38][OH:39])(=[O:36])=[O:35])=[CH:30][CH:29]=4)[CH2:24][CH:25]=3)[C:13]=2[C:14]2[CH:19]=[CH:18][N:17]=[CH:16][CH:15]=2)[CH:5]=[CH:6][C:7]=1[F:8]. The catalyst class is: 7. (6) Reactant: [CH3:1][P:2]([CH2:5][C:6]1[CH:7]=[C:8]([N:12]2[C:16](C(O)=O)=[CH:15][C:14]([Si:20]([CH3:23])([CH3:22])[CH3:21])=[N:13]2)[CH:9]=[CH:10][CH:11]=1)([CH3:4])=[O:3].C([N:26]([CH2:29]C)CC)C.C1C=CC(P(N=[N+]=[N-])(C2C=CC=CC=2)=[O:38])=CC=1.[NH2:48][C:49]1[C:58]2[C:53](=[CH:54][CH:55]=[CH:56][CH:57]=2)[C:52]([O:59][C:60]2[CH:65]=[CH:64][N:63]=[C:62]([NH:66][C:67]3[CH:72]=[CH:71][CH:70]=[CH:69][CH:68]=3)[N:61]=2)=[CH:51][CH:50]=1. Product: [CH3:4][P:2]([CH2:5][C:6]1[CH:7]=[C:8]([N:12]2[C:16]([NH:26][C:29]([NH:48][C:49]3[C:58]4[C:53](=[CH:54][CH:55]=[CH:56][CH:57]=4)[C:52]([O:59][C:60]4[CH:65]=[CH:64][N:63]=[C:62]([NH:66][C:67]5[CH:68]=[CH:69][CH:70]=[CH:71][CH:72]=5)[N:61]=4)=[CH:51][CH:50]=3)=[O:38])=[CH:15][C:14]([Si:20]([CH3:21])([CH3:22])[CH3:23])=[N:13]2)[CH:9]=[CH:10][CH:11]=1)([CH3:1])=[O:3]. The catalyst class is: 12. (7) Reactant: [Cl:1][C:2]1[CH:7]=[CH:6][CH:5]=[C:4]([Cl:8])[C:3]=1[N:9]1[C:13]([CH2:14][O:15][C:16]2[CH:21]=[CH:20][C:19]([CH:22]([CH3:26])[CH2:23][CH2:24][OH:25])=[C:18]([CH3:27])[CH:17]=2)=[C:12]([CH:28]([CH3:30])[CH3:29])[CH:11]=[N:10]1.C(N(CC)CC)C.[N+:38]([C:41]1[CH:42]=[C:43]([S:47](Cl)(=[O:49])=[O:48])[CH:44]=[CH:45][CH:46]=1)([O-:40])=[O:39]. Product: [Cl:1][C:2]1[CH:7]=[CH:6][CH:5]=[C:4]([Cl:8])[C:3]=1[N:9]1[C:13]([CH2:14][O:15][C:16]2[CH:21]=[CH:20][C:19]([CH:22]([CH3:26])[CH2:23][CH2:24][O:25][S:47]([C:43]3[CH:44]=[CH:45][CH:46]=[C:41]([N+:38]([O-:40])=[O:39])[CH:42]=3)(=[O:48])=[O:49])=[C:18]([CH3:27])[CH:17]=2)=[C:12]([CH:28]([CH3:30])[CH3:29])[CH:11]=[N:10]1. The catalyst class is: 4.